From a dataset of Full USPTO retrosynthesis dataset with 1.9M reactions from patents (1976-2016). Predict the reactants needed to synthesize the given product. (1) Given the product [OH:26][C:25]1[C:24]([C:27]2[S:28][CH:29]=[CH:30][CH:31]=2)=[N:23][N:22]([CH2:32][CH2:33][CH:34]([CH3:36])[CH3:35])[C:21](=[O:37])[C:20]=1[C:15]1[NH:14][C:13]2[CH:38]=[CH:39][C:10]([CH2:5][S:6]([CH3:9])(=[O:8])=[O:7])=[CH:11][C:12]=2[S:17](=[O:19])(=[O:18])[N:16]=1, predict the reactants needed to synthesize it. The reactants are: C(OC(=O)[CH:5]([C:10]1[CH:39]=[CH:38][C:13]2[NH:14][C:15]([C:20]3[C:21](=[O:37])[N:22]([CH2:32][CH2:33][CH:34]([CH3:36])[CH3:35])[N:23]=[C:24]([C:27]4[S:28][CH:29]=[CH:30][CH:31]=4)[C:25]=3[OH:26])=[N:16][S:17](=[O:19])(=[O:18])[C:12]=2[CH:11]=1)[S:6]([CH3:9])(=[O:8])=[O:7])C.[OH-].[Li+].OC1C(C2SC=CC=2)=NN(CCC(C)C)C(=O)C=1C1NC2C=CC(C(S(C)(=O)=O)C(O)=O)=CC=2S(=O)(=O)N=1.Cl. (2) The reactants are: [CH:1]1([NH:4][C:5](=[O:26])[C:6]2[CH:11]=[CH:10][C:9]([CH3:12])=[C:8]([N:13]3[C:22](=[O:23])[C:21]4[C:16](=[CH:17][CH:18]=[C:19]([O:24]C)[CH:20]=4)[N:15]=[CH:14]3)[CH:7]=2)[CH2:3][CH2:2]1.B(Br)(Br)Br. Given the product [CH:1]1([NH:4][C:5](=[O:26])[C:6]2[CH:11]=[CH:10][C:9]([CH3:12])=[C:8]([N:13]3[C:22](=[O:23])[C:21]4[C:16](=[CH:17][CH:18]=[C:19]([OH:24])[CH:20]=4)[N:15]=[CH:14]3)[CH:7]=2)[CH2:3][CH2:2]1, predict the reactants needed to synthesize it. (3) Given the product [N:14]1([CH2:19][CH2:20][S:21][C:8]2[S:12][C:11]([NH2:13])=[N:10][CH:9]=2)[CH2:18][CH2:17][CH2:16][CH2:15]1, predict the reactants needed to synthesize it. The reactants are: C(=O)(O)[O-].[Na+].Br.Br[C:8]1[S:12][C:11]([NH2:13])=[N:10][CH:9]=1.[N:14]1([CH2:19][CH2:20][SH:21])[CH2:18][CH2:17][CH2:16][CH2:15]1. (4) Given the product [C:1]([O:4][C:5]1[CH:24]=[CH:23][C:8]([C:9]2[CH:10]([O:29][CH2:28][CH2:27][CH2:26][Br:25])[O:11][C:12]3[C:17]([CH:18]=2)=[CH:16][CH:15]=[C:14]([O:19][C:20](=[O:22])[CH3:21])[CH:13]=3)=[CH:7][CH:6]=1)(=[O:3])[CH3:2], predict the reactants needed to synthesize it. The reactants are: [C:1]([O:4][C:5]1[CH:24]=[CH:23][C:8]([C:9]2[CH2:10][O:11][C:12]3[C:17]([CH:18]=2)=[CH:16][CH:15]=[C:14]([O:19][C:20](=[O:22])[CH3:21])[CH:13]=3)=[CH:7][CH:6]=1)(=[O:3])[CH3:2].[Br:25][CH2:26][CH2:27][CH2:28][OH:29]. (5) Given the product [Cl:34][C:8]1[C:9]([CH2:14][O:15][C:16]2[C:24]3[N:23]=[C:22]([O:25][CH3:26])[N:21]([CH2:27][C:28]4[CH:33]=[CH:32][CH:31]=[CH:30][N:29]=4)[C:20]=3[CH:19]=[CH:18][CH:17]=2)=[C:10]([Cl:13])[CH:11]=[CH:12][C:7]=1[N:5]([CH3:6])[C:3](=[O:4])[CH2:2][NH:1][C:48](=[O:49])[CH2:47][CH2:46][C:43]1[CH:42]=[CH:41][C:40]([NH:39][C:37](=[O:38])[O:36][CH3:35])=[N:45][CH:44]=1, predict the reactants needed to synthesize it. The reactants are: [NH2:1][CH2:2][C:3]([N:5]([C:7]1[CH:12]=[CH:11][C:10]([Cl:13])=[C:9]([CH2:14][O:15][C:16]2[C:24]3[N:23]=[C:22]([O:25][CH3:26])[N:21]([CH2:27][C:28]4[CH:33]=[CH:32][CH:31]=[CH:30][N:29]=4)[C:20]=3[CH:19]=[CH:18][CH:17]=2)[C:8]=1[Cl:34])[CH3:6])=[O:4].[CH3:35][O:36][C:37]([NH:39][C:40]1[N:45]=[CH:44][C:43]([CH2:46][CH2:47][C:48](O)=[O:49])=[CH:42][CH:41]=1)=[O:38].ClC1C(COC2C3N=C(OC)N(CC4C=CC=CN=4)C=3C=CC=2)=C(Cl)C=CC=1N(C)C(=O)CNC(=O)CCC1C=CC(C(NCCOC)=O)=CC=1. (6) Given the product [C:4]1([NH:8][C:9]2[CH:10]=[CH:11][C:12]3[N:13]([C:15]([CH2:18][C:19]4[CH:20]=[C:21]5[C:26](=[CH:27][CH:28]=4)[N:25]=[CH:24][CH:23]=[CH:22]5)=[CH:16][N:17]=3)[N:14]=2)[CH:3]=[CH:2][CH:7]=[CH:6][CH:5]=1, predict the reactants needed to synthesize it. The reactants are: Cl[C:2]1[CH:3]=[C:4]([NH:8][C:9]2[CH:10]=[CH:11][C:12]3[N:13]([C:15]([CH2:18][C:19]4[CH:20]=[C:21]5[C:26](=[CH:27][CH:28]=4)[N:25]=[CH:24][CH:23]=[CH:22]5)=[CH:16][N:17]=3)[N:14]=2)[CH:5]=[CH:6][CH:7]=1.NC1C=CC=CC=1.ClC1C=C(C=CC=1)N. (7) The reactants are: [F:1]C1C=CC=CC=1CN1C=C(C2C3C(=NC=C(C4C=C(NS(C)(=O)=O)C=CC=4)C=3)NC=2)C=N1.F[C:35]1[CH:80]=[CH:79][C:78]([F:81])=[CH:77][C:36]=1[CH2:37][N:38]1[C:42]([CH3:43])=[C:41]([C:44]2[C:52]3[C:47](=[N:48][CH:49]=[C:50]([C:53]4[CH:54]=[CH:55][C:56]([O:64][CH3:65])=[C:57]([S:59]([NH:62][CH3:63])(=[O:61])=[O:60])[CH:58]=4)[CH:51]=3)[N:46](S(C3C=CC(C)=CC=3)(=O)=O)[CH:45]=2)[C:40]([CH3:76])=[N:39]1.[OH-].[Li+]. Given the product [F:81][C:78]1[CH:77]=[C:36]([CH:35]=[C:80]([F:1])[CH:79]=1)[CH2:37][N:38]1[C:42]([CH3:43])=[C:41]([C:44]2[C:52]3[C:47](=[N:48][CH:49]=[C:50]([C:53]4[CH:54]=[CH:55][C:56]([O:64][CH3:65])=[C:57]([S:59]([NH:62][CH3:63])(=[O:60])=[O:61])[CH:58]=4)[CH:51]=3)[NH:46][CH:45]=2)[C:40]([CH3:76])=[N:39]1, predict the reactants needed to synthesize it. (8) Given the product [Cl:42][C:43]1[C:44]2[S:51][CH:50]=[C:49]([C:52]([NH:1][C:2]3[C:7]([F:8])=[CH:6][CH:5]=[C:4]([N:9]([CH2:15][C:16]4[CH:21]=[CH:20][C:19]([O:22][CH3:23])=[CH:18][CH:17]=4)[S:10]([CH2:13][CH3:14])(=[O:12])=[O:11])[C:3]=3[F:24])=[O:53])[C:45]=2[N:46]=[CH:47][N:48]=1, predict the reactants needed to synthesize it. The reactants are: [NH2:1][C:2]1[C:3]([F:24])=[C:4]([N:9]([CH2:15][C:16]2[CH:21]=[CH:20][C:19]([O:22][CH3:23])=[CH:18][CH:17]=2)[S:10]([CH2:13][CH3:14])(=[O:12])=[O:11])[CH:5]=[CH:6][C:7]=1[F:8].C1(C)C=CC=CC=1.C[Al](C)C.CCCCCC.[Cl:42][C:43]1[C:44]2[S:51][CH:50]=[C:49]([C:52](OC)=[O:53])[C:45]=2[N:46]=[CH:47][N:48]=1. (9) Given the product [Br:1][C:2]1[CH:11]=[CH:10][C:9]2[N:8]=[CH:7][C:6]3[N:12]([C:33](=[O:37])/[CH:34]=[CH:35]/[CH3:36])[C:13](=[O:26])[N:14]([C:15]4[CH:20]=[CH:19][C:18]([C:21]([CH3:24])([CH3:25])[C:22]#[N:23])=[CH:17][CH:16]=4)[C:5]=3[C:4]=2[CH:3]=1, predict the reactants needed to synthesize it. The reactants are: [Br:1][C:2]1[CH:11]=[CH:10][C:9]2[N:8]=[CH:7][C:6]3[NH:12][C:13](=[O:26])[N:14]([C:15]4[CH:20]=[CH:19][C:18]([C:21]([CH3:25])([CH3:24])[C:22]#[N:23])=[CH:17][CH:16]=4)[C:5]=3[C:4]=2[CH:3]=1.C([O-])(=O)C.[Na+].O.[C:33](O[C:33](=[O:37])/[CH:34]=[CH:35]/[CH3:36])(=[O:37])/[CH:34]=[CH:35]/[CH3:36].